Dataset: Full USPTO retrosynthesis dataset with 1.9M reactions from patents (1976-2016). Task: Predict the reactants needed to synthesize the given product. (1) Given the product [CH3:15][O:14][N:13]=[C:11]1[CH2:10][C@@H:9]([C:16]2[O:18][N:42]=[C:36]([CH2:37][S:38]([CH3:41])(=[O:40])=[O:39])[N:35]=2)[N:8]([C:6]([C:31]2[CH:30]=[CH:29][C:28]([C:19]3[CH:20]=[CH:21][CH:22]=[CH:23][CH:24]=3)=[CH:33][CH:32]=2)=[O:7])[CH2:12]1, predict the reactants needed to synthesize it. The reactants are: C(O[C:6]([N:8]1[CH2:12][C:11](=[N:13][O:14][CH3:15])[CH2:10][C@H:9]1[C:16]([OH:18])=O)=[O:7])(C)(C)C.[C:19]1([C:28]2[CH:33]=[CH:32][CH:31]=[CH:30][CH:29]=2)[CH:24]=[CH:23][C:22](C(Cl)=O)=[CH:21][CH:20]=1.O[N:35]=[C:36]([NH2:42])[CH2:37][S:38]([CH3:41])(=[O:40])=[O:39]. (2) Given the product [C@H:11]1([O:44][C@H:45]2[C@H:50]([OH:51])[C@@H:49]([CH2:60][OH:61])[O:48][C@H:47]([O:70][C@H:71]3[C@H:114]([OH:115])[C@@H:113]([CH2:124][OH:125])[O:112][C@H:73]([O:74][CH2:75][CH2:76][CH2:77][N:78]4[CH:82]=[C:81]([CH2:83][O:84][C@H:85]5[CH2:109][CH2:108][C@@:107]6([CH3:110])[CH:87]([CH2:88][CH2:89][C@@H:90]7[C@@H:106]6[CH2:105][CH2:104][C@@:103]6([CH3:111])[C@H:91]7[CH2:92][CH2:93][C@@H:94]6[C@H:95]([CH3:102])[CH2:96][CH2:97][CH2:98][CH:99]([CH3:101])[CH3:100])[CH2:86]5)[N:80]=[N:79]4)[C@H:72]3[OH:134])[C@H:46]2[OH:143])[O:12][C@H:13]([CH2:34][OH:35])[C@@H:14]([OH:25])[C@H:15]([OH:16])[C@@H:10]1[OH:9], predict the reactants needed to synthesize it. The reactants are: C([O:9][C@H:10]1[C@@H:15]([O:16]C(=O)C2C=CC=CC=2)[C@H:14]([O:25]C(=O)C2C=CC=CC=2)[C@@H:13]([CH2:34][O:35]C(=O)C2C=CC=CC=2)[O:12][C@@H:11]1[O:44][C@H:45]1[C@H:50]([O:51]C(=O)C2C=CC=CC=2)[C@@H:49]([CH2:60][O:61]C(=O)C2C=CC=CC=2)[O:48][C@H:47]([O:70][C@H:71]2[C@H:114]([O:115]C(=O)C3C=CC=CC=3)[C@@H:113]([CH2:124][O:125]C(=O)C3C=CC=CC=3)[O:112][C@H:73]([O:74][CH2:75][CH2:76][CH2:77][N:78]3[CH:82]=[C:81]([CH2:83][O:84][C@H:85]4[CH2:109][CH2:108][C@@:107]5([CH3:110])[CH:87]([CH2:88][CH2:89][C@@H:90]6[C@@H:106]5[CH2:105][CH2:104][C@@:103]5([CH3:111])[C@H:91]6[CH2:92][CH2:93][C@@H:94]5[C@H:95]([CH3:102])[CH2:96][CH2:97][CH2:98][CH:99]([CH3:101])[CH3:100])[CH2:86]4)[N:80]=[N:79]3)[C@H:72]2[O:134]C(=O)C2C=CC=CC=2)[C@H:46]1[O:143]C(=O)C1C=CC=CC=1)(=O)C1C=CC=CC=1.C[O-].[Na+]. (3) Given the product [C:1]([O:5][C:6]([NH:8][CH2:9][CH2:10][CH2:11][NH:12][C:13](=[O:33])[NH:14][C:15]1[CH:16]=[C:17]([C:21]([OH:32])([C:26]2[CH:27]=[CH:28][CH:29]=[CH:30][CH:31]=2)[C:22]([OH:24])=[O:23])[CH:18]=[CH:19][CH:20]=1)=[O:7])([CH3:4])([CH3:2])[CH3:3], predict the reactants needed to synthesize it. The reactants are: [C:1]([O:5][C:6]([NH:8][CH2:9][CH2:10][CH2:11][NH:12][C:13](=[O:33])[NH:14][C:15]1[CH:16]=[C:17]([C:21]([OH:32])([C:26]2[CH:31]=[CH:30][CH:29]=[CH:28][CH:27]=2)[C:22]([O:24]C)=[O:23])[CH:18]=[CH:19][CH:20]=1)=[O:7])([CH3:4])([CH3:3])[CH3:2].[Li+].[OH-]. (4) Given the product [C:1]([O:5][C:6](=[O:40])[NH:7][C:8]1([C:12]2[CH:17]=[CH:16][C:15]([C:18]3[C:19](=[O:39])[C:20]4[C:25]([O:26][C:27]=3[C:28]3[CH:33]=[CH:32][CH:31]=[CH:30][CH:29]=3)=[C:24]3[N:34]([CH3:38])[N:35]=[C:36]([CH:41]=[CH2:42])[C:23]3=[CH:22][CH:21]=4)=[CH:14][CH:13]=2)[CH2:11][CH2:10][CH2:9]1)([CH3:4])([CH3:3])[CH3:2], predict the reactants needed to synthesize it. The reactants are: [C:1]([O:5][C:6](=[O:40])[NH:7][C:8]1([C:12]2[CH:17]=[CH:16][C:15]([C:18]3[C:19](=[O:39])[C:20]4[C:25]([O:26][C:27]=3[C:28]3[CH:33]=[CH:32][CH:31]=[CH:30][CH:29]=3)=[C:24]3[N:34]([CH3:38])[N:35]=[C:36](I)[C:23]3=[CH:22][CH:21]=4)=[CH:14][CH:13]=2)[CH2:11][CH2:10][CH2:9]1)([CH3:4])([CH3:3])[CH3:2].[CH3:41][CH2:42]OC(C)=O. (5) Given the product [CH3:14][N:13]([CH3:15])[C:4]1[C:3]([CH2:2][NH:1][C:21]([NH:28][C:29]2[C:34]3[O:35][CH2:36][C:37](=[O:39])[NH:38][C:33]=3[CH:32]=[CH:31][CH:30]=2)=[O:22])=[CH:8][CH:7]=[C:6]([C:9]([F:10])([F:11])[F:12])[N:5]=1, predict the reactants needed to synthesize it. The reactants are: [NH2:1][CH2:2][C:3]1[C:4]([N:13]([CH3:15])[CH3:14])=[N:5][C:6]([C:9]([F:12])([F:11])[F:10])=[CH:7][CH:8]=1.C1N=CN([C:21](N2C=NC=C2)=[O:22])C=1.[NH2:28][C:29]1[C:34]2[O:35][CH2:36][C:37](=[O:39])[NH:38][C:33]=2[CH:32]=[CH:31][CH:30]=1.